Task: Regression/Classification. Given a drug SMILES string, predict its absorption, distribution, metabolism, or excretion properties. Task type varies by dataset: regression for continuous measurements (e.g., permeability, clearance, half-life) or binary classification for categorical outcomes (e.g., BBB penetration, CYP inhibition). Dataset: cyp1a2_veith.. Dataset: CYP1A2 inhibition data for predicting drug metabolism from PubChem BioAssay (1) The molecule is O=C(c1cnccn1)N1CCC2(CCCN(c3ccncc3)C2)CC1. The result is 0 (non-inhibitor). (2) The molecule is O=C(Nc1ccc(Cl)cc1)OCc1cc(-c2ccccc2Cl)on1. The result is 1 (inhibitor). (3) The molecule is CCc1nc(SCC(=O)c2ccc(Cl)s2)c2oc3ccccc3c2n1. The result is 1 (inhibitor). (4) The result is 0 (non-inhibitor). The drug is NC(=O)C(=O)[O-].[Na+]. (5) The compound is Cc1ccc2oc(-c3ccc(C)c(NC(=O)Cc4cccs4)c3)nc2c1. The result is 0 (non-inhibitor). (6) The molecule is COc1ccccc1-c1cc(NCc2cccc(C)c2)ncn1. The result is 1 (inhibitor). (7) The compound is COC(=O)[C@@]1(Cc2ccc(OC)cc2)[C@H]2c3cc(C(=O)N4CCCC4)n(Cc4cc(F)c(F)c(F)c4)c3C[C@H]2CN1C(=O)c1ccccc1. The result is 0 (non-inhibitor). (8) The compound is C=CCNC(=O)/C(=C\C=C\c1ccccc1)NC(=O)c1ccc(OCCCC)cc1. The result is 0 (non-inhibitor). (9) The drug is Cn1c(CCN2CCCCC2)nc2cc([N+](=O)[O-])ccc21. The result is 0 (non-inhibitor). (10) The molecule is Cc1ccc(C)c(-c2cc(C(=O)NCc3cccs3)c3ccccc3n2)c1. The result is 1 (inhibitor).